This data is from Full USPTO retrosynthesis dataset with 1.9M reactions from patents (1976-2016). The task is: Predict the reactants needed to synthesize the given product. (1) Given the product [CH2:1]([N:8]1[CH2:23][CH2:22][C:11]2([O:15][CH2:14][C:13]([NH:36][CH2:35][C:26]3[C:27]([C:31]([F:32])([F:33])[F:34])=[CH:28][CH:29]=[CH:30][C:25]=3[F:24])=[C:12]2[C:17]([O:19][CH2:20][CH3:21])=[O:18])[CH2:10][CH2:9]1)[C:2]1[CH:7]=[CH:6][CH:5]=[CH:4][CH:3]=1, predict the reactants needed to synthesize it. The reactants are: [CH2:1]([N:8]1[CH2:23][CH2:22][C:11]2([O:15][CH2:14][C:13](=O)[CH:12]2[C:17]([O:19][CH2:20][CH3:21])=[O:18])[CH2:10][CH2:9]1)[C:2]1[CH:7]=[CH:6][CH:5]=[CH:4][CH:3]=1.[F:24][C:25]1[CH:30]=[CH:29][CH:28]=[C:27]([C:31]([F:34])([F:33])[F:32])[C:26]=1[CH2:35][NH2:36].C(O)(=O)C. (2) Given the product [Cl:33][C:27]1[C:28](=[O:32])[N:29]([CH3:31])[CH:30]=[C:25]([NH:24][CH:8]([C:5]2[CH:6]=[CH:7][C:2]([Cl:1])=[CH:3][CH:4]=2)[C:9]2[C:10]([C:18]([O:20][CH2:21][CH3:22])=[O:19])=[N:11][N:12]([CH:15]3[CH2:17][CH2:16]3)[C:13]=2[CH3:14])[CH:26]=1, predict the reactants needed to synthesize it. The reactants are: [Cl:1][C:2]1[CH:7]=[CH:6][C:5]([CH:8](O)[C:9]2[C:10]([C:18]([O:20][CH2:21][CH3:22])=[O:19])=[N:11][N:12]([CH:15]3[CH2:17][CH2:16]3)[C:13]=2[CH3:14])=[CH:4][CH:3]=1.[NH2:24][C:25]1[CH:26]=[C:27]([Cl:33])[C:28](=[O:32])[N:29]([CH3:31])[CH:30]=1. (3) Given the product [CH3:25][C:26]([CH3:31])([CH3:30])[C:27]([CH:7]1[C:2](=[O:1])[CH2:3][CH2:4][N:5]([C:8]([O:10][C:11]([CH3:14])([CH3:13])[CH3:12])=[O:9])[CH2:6]1)=[O:28], predict the reactants needed to synthesize it. The reactants are: [O:1]=[C:2]1[CH2:7][CH2:6][N:5]([C:8]([O:10][C:11]([CH3:14])([CH3:13])[CH3:12])=[O:9])[CH2:4][CH2:3]1.[Li+].C[Si]([N-][Si](C)(C)C)(C)C.[CH3:25][C:26]([CH3:31])([CH3:30])[C:27](Cl)=[O:28]. (4) The reactants are: Br[C:2]1[CH:3]=[C:4]([CH:28]=[CH:29][CH:30]=1)[CH2:5][N:6]1[C:10]([CH3:11])=[CH:9][C:8](/[C:12](/[F:27])=[CH:13]/[C:14]2[CH:19]=[CH:18][C:17]([C:20]([CH3:26])([CH3:25])[C:21]([F:24])([F:23])[F:22])=[CH:16][CH:15]=2)=[N:7]1.Cl.[OH:32][CH:33]1[CH2:36][NH:35][CH2:34]1. Given the product [F:27]/[C:12](/[C:8]1[CH:9]=[C:10]([CH3:11])[N:6]([CH2:5][C:4]2[CH:3]=[C:2]([N:35]3[CH2:36][CH:33]([OH:32])[CH2:34]3)[CH:30]=[CH:29][CH:28]=2)[N:7]=1)=[CH:13]\[C:14]1[CH:19]=[CH:18][C:17]([C:20]([CH3:26])([CH3:25])[C:21]([F:24])([F:23])[F:22])=[CH:16][CH:15]=1, predict the reactants needed to synthesize it. (5) The reactants are: [H-].[Na+].[F:3][C:4]1[CH:5]=[CH:6][C:7]([SH:15])=[C:8]([CH:14]=1)[C:9]([O:11][CH2:12][CH3:13])=[O:10].I[CH2:17][CH2:18][CH2:19][C:20]([O:22][C:23]([CH3:26])([CH3:25])[CH3:24])=[O:21].O. Given the product [C:23]([O:22][C:20](=[O:21])[CH2:19][CH2:18][CH2:17][S:15][C:7]1[CH:6]=[CH:5][C:4]([F:3])=[CH:14][C:8]=1[C:9]([O:11][CH2:12][CH3:13])=[O:10])([CH3:26])([CH3:25])[CH3:24], predict the reactants needed to synthesize it. (6) Given the product [CH3:10][CH:9]1[CH2:8][NH:12][CH:3]([CH2:4][C:5]([NH2:1])=[O:6])[C:2](=[O:7])[NH:11]1, predict the reactants needed to synthesize it. The reactants are: [NH:1]1[C:5](=[O:6])[CH:4]=[CH:3][C:2]1=[O:7].[CH2:8]([NH2:12])[CH:9]([NH2:11])[CH3:10].